Dataset: Forward reaction prediction with 1.9M reactions from USPTO patents (1976-2016). Task: Predict the product of the given reaction. (1) Given the reactants [O:1]1[CH2:5][CH2:4][CH:3]([N:6]2[CH:10]=[C:9](B3OC(C)(C)C(C)(C)O3)[CH:8]=[N:7]2)[CH2:2]1.Br[C:21]1[CH:22]=[N:23][C:24]([NH2:27])=[N:25][CH:26]=1.C(=O)([O-])[O-].[K+].[K+].ClCCl, predict the reaction product. The product is: [O:1]1[CH2:5][CH2:4][CH:3]([N:6]2[CH:10]=[C:9]([C:21]3[CH:22]=[N:23][C:24]([NH2:27])=[N:25][CH:26]=3)[CH:8]=[N:7]2)[CH2:2]1. (2) Given the reactants NC1C=CC(N2C=CC=CC2=O)=CC=1F.[CH2:16]([O:18][C:19]([CH:21]1[CH:23]([C:24](=[O:33])[NH:25][C:26]2[CH:31]=[CH:30][C:29]([Cl:32])=[CH:28][CH:27]=2)[CH:22]1[C:34](=[O:58])NC1C=CC(N2C=CC(OCC3C=CC=CC=3)=CC2=O)=CC=1F)=[O:20])[CH3:17], predict the reaction product. The product is: [CH2:16]([O:18][C:19]([CH:21]1[CH:23]2[CH:22]1[C:34](=[O:58])[N:25]([C:26]1[CH:31]=[CH:30][C:29]([Cl:32])=[CH:28][CH:27]=1)[C:24]2=[O:33])=[O:20])[CH3:17].